Dataset: Full USPTO retrosynthesis dataset with 1.9M reactions from patents (1976-2016). Task: Predict the reactants needed to synthesize the given product. (1) The reactants are: [Br:1][C:2]1[CH:10]=[CH:9][C:5]([C:6]([OH:8])=O)=[C:4]([S:11]([CH3:14])(=[O:13])=[O:12])[CH:3]=1.[CH3:15][C:16]1[CH:21]=[C:20]([CH3:22])[CH:19]=[CH:18][C:17]=1[N:23]1[CH2:28][CH2:27][NH:26][CH2:25][CH2:24]1. Given the product [Br:1][C:2]1[CH:10]=[CH:9][C:5]([C:6]([N:26]2[CH2:27][CH2:28][N:23]([C:17]3[CH:18]=[CH:19][C:20]([CH3:22])=[CH:21][C:16]=3[CH3:15])[CH2:24][CH2:25]2)=[O:8])=[C:4]([S:11]([CH3:14])(=[O:13])=[O:12])[CH:3]=1, predict the reactants needed to synthesize it. (2) The reactants are: C(OC(=O)[NH:7][CH:8]1[CH2:11][N:10]([C:12]2[CH:17]=[CH:16][C:15]([C:18]([F:21])([F:20])[F:19])=[CH:14][N:13]=2)[CH2:9]1)(C)(C)C.FC(F)(F)C(O)=O. Given the product [F:21][C:18]([F:19])([F:20])[C:15]1[CH:16]=[CH:17][C:12]([N:10]2[CH2:9][CH:8]([NH2:7])[CH2:11]2)=[N:13][CH:14]=1, predict the reactants needed to synthesize it. (3) Given the product [CH2:23]([O:25][C:26](=[O:32])[CH2:27][CH2:28][NH:29][C:30]([NH:1][C@:2]([C:10]1[CH:15]=[CH:14][C:13]([CH2:16][CH2:17][C:18]([CH3:20])([CH3:19])[CH3:21])=[C:12]([Cl:22])[CH:11]=1)([CH3:9])[CH:3]([CH2:4][OH:5])[CH:6]([CH3:7])[CH3:8])=[O:31])[CH3:24], predict the reactants needed to synthesize it. The reactants are: [NH2:1][C:2]([C:10]1[CH:15]=[CH:14][C:13]([CH2:16][CH2:17][C:18]([CH3:21])([CH3:20])[CH3:19])=[C:12]([Cl:22])[CH:11]=1)([CH3:9])[C@@H:3]([CH:6]([CH3:8])[CH3:7])[CH2:4][OH:5].[CH2:23]([O:25][C:26](=[O:32])[CH2:27][CH2:28][N:29]=[C:30]=[O:31])[CH3:24].CN(C)CCNC.Cl. (4) Given the product [Cl:19][C:15]1[CH:14]=[C:13]([NH:11][C:10]2[CH:9]=[CH:8][NH:7][C:6]=2[C:4]([O:3][CH2:1][CH3:2])=[O:5])[CH:18]=[CH:17][CH:16]=1, predict the reactants needed to synthesize it. The reactants are: [CH2:1]([O:3][C:4]([C:6]1[NH:7][CH:8]=[CH:9][C:10]=1[NH2:11])=[O:5])[CH3:2].Br[C:13]1[CH:14]=[C:15]([Cl:19])[CH:16]=[CH:17][CH:18]=1.C1C=CC(P(C2C(C3C(P(C4C=CC=CC=4)C4C=CC=CC=4)=CC=C4C=3C=CC=C4)=C3C(C=CC=C3)=CC=2)C2C=CC=CC=2)=CC=1.C(=O)([O-])[O-].[Cs+].[Cs+]. (5) Given the product [Cl:1][C:2]1[CH:3]=[C:4]([CH:25]=[CH:26][C:27]=1[F:28])[CH2:5][N:6]1[CH2:15][CH2:14][C:13]2[C:8](=[C:9]([OH:22])[C:10](=[O:21])[N:11]([CH3:20])[C:12]=2[C:16]([N:31]([CH2:32][CH3:33])[CH2:29][CH3:30])=[O:18])[C:7]1=[O:24], predict the reactants needed to synthesize it. The reactants are: [Cl:1][C:2]1[CH:3]=[C:4]([CH:25]=[CH:26][C:27]=1[F:28])[CH2:5][N:6]1[CH2:15][CH2:14][C:13]2[C:8](=[C:9]([O:22]C)[C:10](=[O:21])[N:11]([CH3:20])[C:12]=2[C:16]([O:18]C)=O)[C:7]1=[O:24].[CH2:29]([NH:31][CH2:32][CH3:33])[CH3:30]. (6) Given the product [N:1]1[CH:6]=[CH:5][C:4]([CH:7]2[CH2:10][NH:9][CH2:8]2)=[CH:3][CH:2]=1, predict the reactants needed to synthesize it. The reactants are: [N:1]1[CH:6]=[CH:5][C:4]([CH:7]2[CH2:10][N:9](C(OC(C)(C)C)=O)[CH2:8]2)=[CH:3][CH:2]=1.